Task: Predict the product of the given reaction.. Dataset: Forward reaction prediction with 1.9M reactions from USPTO patents (1976-2016) (1) The product is: [CH3:1][O:2][C:3](=[O:27])[CH2:4][CH2:5][CH2:6][CH2:7][CH2:8][O:9][C:10]1[CH:11]=[CH:12][C:13]2[N:17]=[C:16]([N:33]3[CH2:38][CH2:37][O:36][CH2:35][CH2:34]3)[N:15]([C:19]3[CH:24]=[CH:23][C:22]([CH3:25])=[CH:21][CH:20]=3)[C:14]=2[CH:26]=1. Given the reactants [CH3:1][O:2][C:3](=[O:27])[CH2:4][CH2:5][CH2:6][CH2:7][CH2:8][O:9][C:10]1[CH:11]=[CH:12][C:13]2[N:17]=[C:16](Cl)[N:15]([C:19]3[CH:24]=[CH:23][C:22]([CH3:25])=[CH:21][CH:20]=3)[C:14]=2[CH:26]=1.CN(C)C=O.[NH:33]1[CH2:38][CH2:37][O:36][CH2:35][CH2:34]1, predict the reaction product. (2) Given the reactants [C:1](=[O:24])(OC1C=CC([N+]([O-])=O)=CC=1)[O:2][CH2:3][CH:4]1[CH2:9][CH2:8][N:7]([CH2:10][CH2:11][O:12][CH3:13])[CH2:6][CH2:5]1.CCN(C(C)C)C(C)C.[ClH:34].Cl.[Cl:36][C:37]1[CH:42]=[CH:41][C:40]([N:43]2[CH2:48][CH2:47][NH:46][CH2:45][CH2:44]2)=[CH:39][CH:38]=1, predict the reaction product. The product is: [ClH:36].[ClH:34].[Cl:36][C:37]1[CH:38]=[CH:39][C:40]([N:43]2[CH2:48][CH2:47][N:46]([C:1]([O:2][CH2:3][CH:4]3[CH2:5][CH2:6][N:7]([CH2:10][CH2:11][O:12][CH3:13])[CH2:8][CH2:9]3)=[O:24])[CH2:45][CH2:44]2)=[CH:41][CH:42]=1. (3) Given the reactants [NH2:1]O.[N:3]1[C:11]2[C:6](=[N:7][CH:8]=[CH:9][CH:10]=2)[NH:5][C:4]=1[C:12]1[CH:13]=[C:14]([CH:24]=[C:25]([O:27][C@@H:28]([CH3:32])[CH2:29][O:30][CH3:31])[CH:26]=1)[O:15][C:16]1[CH:23]=[CH:22][C:19]([C:20]#[N:21])=[CH:18][CH:17]=1.[CH2:33]([OH:35])C, predict the reaction product. The product is: [CH3:31][O:30][CH2:29][C@H:28]([CH3:32])[O:27][C:25]1[CH:26]=[C:12]([C:4]2[NH:5][C:6]3=[N:7][CH:8]=[CH:9][CH:10]=[C:11]3[N:3]=2)[CH:13]=[C:14]([O:15][C:16]2[CH:17]=[CH:18][C:19]([C:20]3[N:1]=[CH:33][O:35][N:21]=3)=[CH:22][CH:23]=2)[CH:24]=1. (4) Given the reactants C(OC(=O)[NH:7][CH2:8][CH2:9][CH2:10][O:11][C:12]1[C:17]2[C:18]([Cl:22])=[CH:19][CH:20]=[CH:21][C:16]=2[O:15][C:14](=[O:23])[CH:13]=1)(C)(C)C.Cl.O1CCOCC1, predict the reaction product. The product is: [ClH:22].[NH2:7][CH2:8][CH2:9][CH2:10][O:11][C:12]1[C:17]2[C:18]([Cl:22])=[CH:19][CH:20]=[CH:21][C:16]=2[O:15][C:14](=[O:23])[CH:13]=1. (5) The product is: [C:38]([O:37][C:35](=[O:36])[NH:42][C:43]1[CH:48]=[CH:47][CH:46]=[CH:45][C:44]=1[NH:49][C:21](=[O:22])/[CH:20]=[CH:19]/[C:16]1[CH:17]=[CH:18][N:14]([S:11]([C:2]2[CH:3]=[CH:4][C:5]3[C:10](=[CH:9][CH:8]=[CH:7][CH:6]=3)[CH:1]=2)(=[O:13])=[O:12])[CH:15]=1)([CH3:41])([CH3:39])[CH3:40]. Given the reactants [CH:1]1[C:10]2[C:5](=[CH:6][CH:7]=[CH:8][CH:9]=2)[CH:4]=[CH:3][C:2]=1[S:11]([N:14]1[CH:18]=[CH:17][C:16](/[CH:19]=[CH:20]/[C:21](O)=[O:22])=[CH:15]1)(=[O:13])=[O:12].C1C=CC2N(O)N=NC=2C=1.Cl.[C:35]([NH:42][C:43]1[CH:48]=[CH:47][CH:46]=[CH:45][C:44]=1[NH2:49])([O:37][C:38]([CH3:41])([CH3:40])[CH3:39])=[O:36], predict the reaction product. (6) Given the reactants [C:1]([C:3]1[CH:8]=[CH:7][C:6]([C:9]2[CH:10]=[N:11][N:12]([C:15]3[CH:23]=[CH:22][C:18]([C:19]([OH:21])=O)=[CH:17][N:16]=3)[C:13]=2[OH:14])=[C:5]([CH3:24])[CH:4]=1)#[N:2].[CH2:25]([N:27]1[CH2:31][CH2:30][CH2:29][CH:28]1[CH2:32][NH:33][CH3:34])[CH3:26], predict the reaction product. The product is: [C:1]([C:3]1[CH:8]=[CH:7][C:6]([C:9]2[CH:10]=[N:11][N:12]([C:15]3[CH:23]=[CH:22][C:18]([C:19]([N:33]([CH2:32][CH:28]4[CH2:29][CH2:30][CH2:31][N:27]4[CH2:25][CH3:26])[CH3:34])=[O:21])=[CH:17][N:16]=3)[C:13]=2[OH:14])=[C:5]([CH3:24])[CH:4]=1)#[N:2]. (7) Given the reactants C(NC(C)C)(C)C.C([Li])CCC.[CH3:13][N:14]1[CH2:18][CH2:17][CH2:16][C:15]1=[O:19].[C:20](OCC)(=[O:22])[CH3:21], predict the reaction product. The product is: [C:20]([CH:16]1[CH2:17][CH2:18][N:14]([CH3:13])[C:15]1=[O:19])(=[O:22])[CH3:21].